Regression. Given two drug SMILES strings and cell line genomic features, predict the synergy score measuring deviation from expected non-interaction effect. From a dataset of NCI-60 drug combinations with 297,098 pairs across 59 cell lines. (1) Drug 1: CC12CCC3C(C1CCC2=O)CC(=C)C4=CC(=O)C=CC34C. Drug 2: CN(CCCl)CCCl.Cl. Cell line: MALME-3M. Synergy scores: CSS=24.0, Synergy_ZIP=-0.539, Synergy_Bliss=2.73, Synergy_Loewe=-6.14, Synergy_HSA=1.78. (2) Drug 1: CCCS(=O)(=O)NC1=C(C(=C(C=C1)F)C(=O)C2=CNC3=C2C=C(C=N3)C4=CC=C(C=C4)Cl)F. Drug 2: CCN(CC)CCCC(C)NC1=C2C=C(C=CC2=NC3=C1C=CC(=C3)Cl)OC. Cell line: MDA-MB-435. Synergy scores: CSS=28.0, Synergy_ZIP=-2.57, Synergy_Bliss=1.10, Synergy_Loewe=-4.88, Synergy_HSA=2.72.